This data is from Forward reaction prediction with 1.9M reactions from USPTO patents (1976-2016). The task is: Predict the product of the given reaction. (1) Given the reactants C([O:3][C:4](=[O:14])[C:5]([C:7]1[CH:11]=[C:10]([Br:12])[S:9][C:8]=1[Br:13])=[O:6])C.Cl, predict the reaction product. The product is: [Br:13][C:8]1[S:9][C:10]([Br:12])=[CH:11][C:7]=1[C:5](=[O:6])[C:4]([OH:14])=[O:3]. (2) The product is: [CH3:3][NH:4][C:5]([C:7]1[CH:8]=[C:9]2[C:13](=[CH:14][CH:15]=1)[NH:12][C:11](=[O:16])[CH:10]2[C:18]1[C:27]2[C:22](=[CH:23][C:24]([O:28][CH2:29][CH2:30][CH2:31][N:32]3[CH2:37][CH2:36][O:35][CH2:34][CH2:33]3)=[CH:25][CH:26]=2)[N:21]=[CH:20][N:19]=1)=[O:6]. Given the reactants [H-].[Na+].[CH3:3][NH:4][C:5]([C:7]1[CH:8]=[C:9]2[C:13](=[CH:14][CH:15]=1)[NH:12][C:11](=[O:16])[CH2:10]2)=[O:6].Cl[C:18]1[C:27]2[C:22](=[CH:23][C:24]([O:28][CH2:29][CH2:30][CH2:31][N:32]3[CH2:37][CH2:36][O:35][CH2:34][CH2:33]3)=[CH:25][CH:26]=2)[N:21]=[CH:20][N:19]=1.Cl, predict the reaction product. (3) The product is: [CH2:1]([O:8][C:9]([NH:11][C@@H:12]1[CH2:18][C@H:17]([OH:16])[CH2:15][CH2:14][C@@H:13]1[C:19]([O:21][CH3:22])=[O:20])=[O:10])[C:2]1[CH:7]=[CH:6][CH:5]=[CH:4][CH:3]=1. Given the reactants [CH2:1]([O:8][C:9]([NH:11][C@@H:12]1[CH2:18][C@H:17]2[C@H:15]([O:16]2)[CH2:14][C@@H:13]1[C:19]([O:21][CH3:22])=[O:20])=[O:10])[C:2]1[CH:7]=[CH:6][CH:5]=[CH:4][CH:3]=1.[BH4-].[Na+], predict the reaction product. (4) Given the reactants Br[C:2]1[CH:8]=[C:7]([C:9]([F:12])([F:11])[F:10])[CH:6]=[C:5]([Cl:13])[C:3]=1[NH2:4].[CH3:14]B1OB(C)OB(C)O1.C(=O)([O-])[O-].[K+].[K+].O, predict the reaction product. The product is: [Cl:13][C:5]1[CH:6]=[C:7]([C:9]([F:12])([F:11])[F:10])[CH:8]=[C:2]([CH3:14])[C:3]=1[NH2:4]. (5) Given the reactants [NH:1]1[C:9]2[C:4](=[CH:5][CH:6]=[CH:7][CH:8]=2)[C:3]([CH:10]2[CH2:14][C:13](=O)[N:12]([CH3:16])[C:11]2=O)=[CH:2]1.[H-].[H-].[H-].[H-].[Li+].[Al+3], predict the reaction product. The product is: [CH3:16][N:12]1[CH2:13][CH2:14][CH:10]([C:3]2[C:4]3[C:9](=[CH:8][CH:7]=[CH:6][CH:5]=3)[NH:1][CH:2]=2)[CH2:11]1. (6) The product is: [CH2:1]([O:3][C:4](=[O:9])[CH2:5][C:6]([N:49]1[CH2:48][CH2:47][CH:46]([O:45][C:44]2[CH:52]=[CH:53][CH:54]=[CH:55][C:43]=2[Cl:42])[CH2:51][CH2:50]1)=[O:8])[CH3:2]. Given the reactants [CH2:1]([O:3][C:4](=[O:9])[CH2:5][C:6]([OH:8])=O)[CH3:2].CCN(C(C)C)C(C)C.C1C=CC2N(O)N=NC=2C=1.CCN=C=NCCCN(C)C.Cl.Cl.[Cl:42][C:43]1[CH:55]=[CH:54][CH:53]=[CH:52][C:44]=1[O:45][CH:46]1[CH2:51][CH2:50][NH:49][CH2:48][CH2:47]1, predict the reaction product. (7) The product is: [CH2:1]([N:4]([CH2:9][C:10](=[O:12])[CH3:11])[CH2:5][CH2:6][CH3:7])[CH2:2][CH3:3]. Given the reactants [CH2:1]([NH:4][CH2:5][CH2:6][CH3:7])[CH2:2][CH3:3].Cl[CH2:9][C:10](=[O:12])[CH3:11], predict the reaction product.